Dataset: Catalyst prediction with 721,799 reactions and 888 catalyst types from USPTO. Task: Predict which catalyst facilitates the given reaction. Reactant: [C:1]([O:5][C:6](=[O:30])[NH:7][C@@H:8]1[C@@H:12]([NH:13][C:14](=[O:22])[CH2:15][CH2:16][C:17]([F:21])([F:20])[CH2:18]Br)[CH2:11][N:10]([CH2:23][C:24]2[CH:29]=[CH:28][CH:27]=[CH:26][CH:25]=2)[CH2:9]1)([CH3:4])([CH3:3])[CH3:2].[H-].[Na+].[NH4+].[Cl-]. Product: [C:1]([O:5][C:6](=[O:30])[NH:7][C@@H:8]1[C@@H:12]([N:13]2[CH2:18][C:17]([F:21])([F:20])[CH2:16][CH2:15][C:14]2=[O:22])[CH2:11][N:10]([CH2:23][C:24]2[CH:29]=[CH:28][CH:27]=[CH:26][CH:25]=2)[CH2:9]1)([CH3:4])([CH3:3])[CH3:2]. The catalyst class is: 3.